Dataset: NCI-60 drug combinations with 297,098 pairs across 59 cell lines. Task: Regression. Given two drug SMILES strings and cell line genomic features, predict the synergy score measuring deviation from expected non-interaction effect. (1) Drug 1: CNC(=O)C1=CC=CC=C1SC2=CC3=C(C=C2)C(=NN3)C=CC4=CC=CC=N4. Drug 2: C(CN)CNCCSP(=O)(O)O. Cell line: SR. Synergy scores: CSS=86.1, Synergy_ZIP=20.0, Synergy_Bliss=18.5, Synergy_Loewe=-48.7, Synergy_HSA=19.9. (2) Drug 1: C1=NC2=C(N1)C(=S)N=C(N2)N. Cell line: ACHN. Drug 2: C1CN(P(=O)(OC1)NCCCl)CCCl. Synergy scores: CSS=51.9, Synergy_ZIP=-0.553, Synergy_Bliss=0.294, Synergy_Loewe=-42.1, Synergy_HSA=1.07. (3) Synergy scores: CSS=33.1, Synergy_ZIP=7.88, Synergy_Bliss=14.2, Synergy_Loewe=2.42, Synergy_HSA=8.29. Cell line: M14. Drug 2: C1=NC(=NC(=O)N1C2C(C(C(O2)CO)O)O)N. Drug 1: CC1=CC=C(C=C1)C2=CC(=NN2C3=CC=C(C=C3)S(=O)(=O)N)C(F)(F)F. (4) Synergy scores: CSS=1.55, Synergy_ZIP=3.92, Synergy_Bliss=14.4, Synergy_Loewe=-12.5, Synergy_HSA=-0.554. Cell line: HCT116. Drug 1: C1=NC2=C(N=C(N=C2N1C3C(C(C(O3)CO)O)O)F)N. Drug 2: CN1C(=O)N2C=NC(=C2N=N1)C(=O)N. (5) Drug 1: CS(=O)(=O)OCCCCOS(=O)(=O)C. Drug 2: CC1C(C(CC(O1)OC2CC(CC3=C2C(=C4C(=C3O)C(=O)C5=CC=CC=C5C4=O)O)(C(=O)C)O)N)O. Cell line: SF-268. Synergy scores: CSS=32.0, Synergy_ZIP=4.06, Synergy_Bliss=-0.506, Synergy_Loewe=-36.5, Synergy_HSA=-0.664. (6) Synergy scores: CSS=5.92, Synergy_ZIP=-1.04, Synergy_Bliss=2.82, Synergy_Loewe=3.55, Synergy_HSA=4.01. Drug 2: CS(=O)(=O)CCNCC1=CC=C(O1)C2=CC3=C(C=C2)N=CN=C3NC4=CC(=C(C=C4)OCC5=CC(=CC=C5)F)Cl. Cell line: UACC62. Drug 1: CC1CCC2CC(C(=CC=CC=CC(CC(C(=O)C(C(C(=CC(C(=O)CC(OC(=O)C3CCCCN3C(=O)C(=O)C1(O2)O)C(C)CC4CCC(C(C4)OC)O)C)C)O)OC)C)C)C)OC. (7) Synergy scores: CSS=25.8, Synergy_ZIP=-2.29, Synergy_Bliss=1.02, Synergy_Loewe=-14.2, Synergy_HSA=-2.35. Drug 2: CS(=O)(=O)OCCCCOS(=O)(=O)C. Drug 1: CC=C1C(=O)NC(C(=O)OC2CC(=O)NC(C(=O)NC(CSSCCC=C2)C(=O)N1)C(C)C)C(C)C. Cell line: COLO 205. (8) Synergy scores: CSS=17.9, Synergy_ZIP=-6.59, Synergy_Bliss=0.704, Synergy_Loewe=0.126, Synergy_HSA=-0.271. Cell line: SF-268. Drug 1: CC1C(C(CC(O1)OC2CC(CC3=C2C(=C4C(=C3O)C(=O)C5=C(C4=O)C(=CC=C5)OC)O)(C(=O)CO)O)N)O.Cl. Drug 2: CCC1(CC2CC(C3=C(CCN(C2)C1)C4=CC=CC=C4N3)(C5=C(C=C6C(=C5)C78CCN9C7C(C=CC9)(C(C(C8N6C)(C(=O)OC)O)OC(=O)C)CC)OC)C(=O)OC)O.OS(=O)(=O)O. (9) Drug 1: CC1CCC2CC(C(=CC=CC=CC(CC(C(=O)C(C(C(=CC(C(=O)CC(OC(=O)C3CCCCN3C(=O)C(=O)C1(O2)O)C(C)CC4CCC(C(C4)OC)O)C)C)O)OC)C)C)C)OC. Drug 2: C#CCC(CC1=CN=C2C(=N1)C(=NC(=N2)N)N)C3=CC=C(C=C3)C(=O)NC(CCC(=O)O)C(=O)O. Cell line: KM12. Synergy scores: CSS=44.3, Synergy_ZIP=-0.927, Synergy_Bliss=-1.70, Synergy_Loewe=-17.6, Synergy_HSA=0.602. (10) Drug 1: CC(CN1CC(=O)NC(=O)C1)N2CC(=O)NC(=O)C2. Drug 2: CC12CCC3C(C1CCC2O)C(CC4=C3C=CC(=C4)O)CCCCCCCCCS(=O)CCCC(C(F)(F)F)(F)F. Cell line: HCT-15. Synergy scores: CSS=33.9, Synergy_ZIP=-10.1, Synergy_Bliss=-1.67, Synergy_Loewe=-0.277, Synergy_HSA=-0.446.